From a dataset of Reaction yield outcomes from USPTO patents with 853,638 reactions. Predict the reaction yield, written as a fraction of the theoretical maximum amount of product (1.0 means a 100% yield; for example, 0.34 means a 34% yield). (1) The reactants are [CH2:1]([O:8][C:9](=[O:27])[CH2:10][CH2:11][C@H:12]([N:16]1[C:24](=[O:25])[C:23]2[C:18](=[CH:19][CH:20]=[CH:21][CH:22]=2)[C:17]1=[O:26])[C:13](O)=[O:14])[C:2]1[CH:7]=[CH:6][CH:5]=[CH:4][CH:3]=1.P(Cl)(Cl)(Cl)(Cl)Cl.[CH2:34]([O:41][C:42]([N:44]1[CH2:49][CH2:48][CH2:47][C@@H:46]([C:50](=[O:60])[NH:51][CH2:52][CH2:53][C:54]2[CH:59]=[CH:58][CH:57]=[CH:56][CH:55]=2)[NH:45]1)=[O:43])[C:35]1[CH:40]=[CH:39][CH:38]=[CH:37][CH:36]=1.CN1CCOCC1. The catalyst is CCOCC.C1COCC1. The product is [CH2:34]([O:41][C:42]([N:44]1[CH2:49][CH2:48][CH2:47][C@@H:46]([C:50](=[O:60])[NH:51][CH2:52][CH2:53][C:54]2[CH:55]=[CH:56][CH:57]=[CH:58][CH:59]=2)[N:45]1[C:13](=[O:14])[C@@H:12]([N:16]1[C:17](=[O:26])[C:18]2[C:23](=[CH:22][CH:21]=[CH:20][CH:19]=2)[C:24]1=[O:25])[CH2:11][CH2:10][C:9]([O:8][CH2:1][C:2]1[CH:7]=[CH:6][CH:5]=[CH:4][CH:3]=1)=[O:27])=[O:43])[C:35]1[CH:40]=[CH:39][CH:38]=[CH:37][CH:36]=1. The yield is 0.992. (2) The reactants are [CH3:1][C:2]1[CH:7]=[C:6]([CH3:8])[CH:5]=[C:4]([CH3:9])[N+:3]=1[O-].FC(F)(F)C(OC(=O)C(F)(F)F)=[O:14]. No catalyst specified. The product is [CH3:8][C:6]1[CH:7]=[C:2]([CH3:1])[N:3]=[C:4]([CH2:9][OH:14])[CH:5]=1. The yield is 0.500. (3) The reactants are C(Cl)(=O)C(Cl)=O.CS(C)=O.[OH:11][CH2:12][C:13]1([CH3:24])[CH2:18][CH2:17][N:16]([C:19]([O:21][CH2:22][CH3:23])=[O:20])[CH2:15][CH2:14]1.CCN(CC)CC.C([O-])(O)=O.[Na+]. The catalyst is C(Cl)Cl. The product is [CH:12]([C:13]1([CH3:24])[CH2:18][CH2:17][N:16]([C:19]([O:21][CH2:22][CH3:23])=[O:20])[CH2:15][CH2:14]1)=[O:11]. The yield is 0.950.